Dataset: Experimentally validated miRNA-target interactions with 360,000+ pairs, plus equal number of negative samples. Task: Binary Classification. Given a miRNA mature sequence and a target amino acid sequence, predict their likelihood of interaction. (1) The miRNA is hsa-miR-483-3p with sequence UCACUCCUCUCCUCCCGUCUU. The protein sequence of the target gene is MLLSGGDPPAQEWFMVQTKSKPRVQRQRLQVQRIFRVKLNAFQSRPDTPYFWLQLEGPRENMGKAKEYLKGLCSPELWKEVRYPPILHCAFLGAQGLFLDCLCWSTLAYLVPGPPGSLMVGGLTESFIMTQNWLEELVGRLRWGPAPLLTPRGIWEAEVTRAFGALVWIRGDQHAGDLLQLPPAVQELLLSLVRDAAGKEDIIEWLSRFGISDSHSDPEVLICPPQQQKEAPAMVSVGESPGPFVDMGTLQNRGPENSKRLSSLGATGSLITAQSTPQEAANQLVRVGSNNQDGMDSAQE.... Result: 0 (no interaction). (2) The miRNA is mmu-miR-122-5p with sequence UGGAGUGUGACAAUGGUGUUUG. The protein sequence of the target gene is MTTEVGSASEVKKGSDQAGADASKEKAKEVENEQTPVSEPEEEKGSQPGPPVERQSTPRLRKRGKDPSENRGISRFIPPWLKKQRSYNLVVAKDGGDKKEPTQADVEDQILGKEESLPEEESRAKGDAEEMAQRKHLEVQVEVREAKPALKSSVETQPAEEVRKDKEETIQDTQEEKLEGGAAKRETKEVQTSELKAEVASQKATKKTKTVLAKVTLLDGTEYSCDLEKRAKGQVLFDRVCEHLNLLEKDYFGLLFQDHPEQKNWLDPAKEIKRQLKNLPWLFTFNVKFYPPDPSQLTED.... Result: 0 (no interaction). (3) The miRNA is mmu-miR-505-5p with sequence GGGAGCCAGGAAGUAUUGAUGUU. The protein sequence of the target gene is MILGSLSRAGPLPLLRQPPIMQPPLDLKQILPFPLEPAPTLGLFSNYSTMDPVQKAVLSHTFGGPLLKTKRPVISCNICQIRFNSQSQAEAHYKGNRHARRVKGIEAAKTRGREPGVREPGDPAPPGSTPTNGDGVAPRPVSMENGLGPAPGSPEKQPGSPSPPSIPETGQGVTKGEGGTPAPASLPGGSKEEEEKAKRLLYCALCKVAVNSLSQLEAHNKGTKHKTILEARSGLGPIKAYPRLGPPTPGEPEAPAQDRTFHCEICNVKVNSEVQLKQHISSRRHRDGVAGKPNPLLSRH.... Result: 0 (no interaction). (4) The miRNA is rno-miR-107-3p with sequence AGCAGCAUUGUACAGGGCUAUCA. The protein sequence of the target gene is MIDSSKKQQQGFPEILTAGDFEPLKEKECLEGSNQKSLKEVLQLRLQQRRTREQLVDQGIMPPLKSPAAFHEQIKSLERARTENFLKHKIRSRPDRSELVRMHILEETFAEPSLQATQMKLKRARLADDLNEKIAQRPGPMELVEKNILPVDSSVKEAIIGVGKEDYPHTQGDFSFDEDSSDALSPDQPASQESQGSAASPSEPKVSESPSPVTTNTPAQFASVSPTVPEFLKTPPTADQPPPRPAAPVLPTNTVSSAKPGPALVKQSHPKNPNDKHRSKKCKDPKPRVKKLKYHQYIPP.... Result: 0 (no interaction). (5) The miRNA is hsa-miR-4789-3p with sequence CACACAUAGCAGGUGUAUAUA. The protein sequence of the target gene is MPPKFKRHLNDDDVTGSVKSERRNLLEDDSDEEEDFFLRGPSGPRFGPRNDKIKHVQNQVDEVIDVMQENITKVIERGERLDELQDKSESLSDNATAFSNRSKQLRRQMWWRGCKIKAIMALVAAILLLVIIILIVMKYRT. Result: 1 (interaction). (6) The miRNA is hsa-miR-4661-3p with sequence CAGGAUCCACAGAGCUAGUCCA. The protein sequence of the target gene is MRLTRCWAALAAAIILNLLVFFYVSWLQHQPRNSRARGPRRTSAIGPRVTVLIREFEAFDNAVPELVDSFLQQDPAQPVVVAADTLPYPPLALPRIPNVRLALLQPALDRPAAASRPETYVATEFVALVPDGARAESPGHLERMVEALRGSSARLVAAPVATANPARCLALNVSLREWTARYDPAPSAPRCDALDGDAVLLMRSRDLFNLSVPLARPLATSLFLQTALRGWAVQLLDLTFAAARQPPLATAHARWKAEREGRSRRAALLRSLGIRLVSWEGGRLEWFGCSKESARCFGTV.... Result: 0 (no interaction). (7) The miRNA is hsa-miR-3151-3p with sequence CCUGAUCCCACAGCCCACCU. The protein sequence of the target gene is MTHCCSPCCQPTCCRTTCWKPTTVTTCSSTPCCQPSCCVSSCCQPCCRPTCCQNTCCQPICVTSCCQPSCCSTPCCQPTCCGQTSCGSSCGQSSSCAPVYCRRTCYHPTTVCLPGCLNQSCGSNCCQPCCRPACCETTCCRTTCFQPTCVSSCCQPSCC. Result: 0 (no interaction).